Predict the product of the given reaction. From a dataset of Forward reaction prediction with 1.9M reactions from USPTO patents (1976-2016). (1) Given the reactants [CH3:1][CH:2]([C:4]1[CH:5]=[C:6]([O:10][C:11]2[N:16]=[CH:15][C:14]([NH:17][C:18](=[O:22])[C@@H:19]([CH3:21])[NH2:20])=[CH:13][CH:12]=2)[CH:7]=[CH:8][CH:9]=1)[CH3:3].C(N(CC)CC)C.Cl[C:31](Cl)([O:33]C(=O)OC(Cl)(Cl)Cl)Cl.C([O-])(O)=O.[Na+], predict the reaction product. The product is: [CH3:21][C@H:19]1[NH:20][C:31](=[O:33])[N:17]([C:14]2[CH:15]=[N:16][C:11]([O:10][C:6]3[CH:7]=[CH:8][CH:9]=[C:4]([CH:2]([CH3:1])[CH3:3])[CH:5]=3)=[CH:12][CH:13]=2)[C:18]1=[O:22]. (2) Given the reactants [CH3:1][O:2][C:3]([C@@H:5]1[CH2:16][C@:8]2([C:13]([CH3:15])([CH3:14])[C:9]32[CH2:12][CH2:11][CH2:10]3)[CH2:7][N:6]1[C:17](=[O:41])[C@@H:18]([NH:23][C:24](=[O:40])[C@@H:25]([NH:32]C(OC(C)(C)C)=O)[CH:26]1[CH2:31][CH2:30][CH2:29][CH2:28][CH2:27]1)[C:19]([CH3:22])([CH3:21])[CH3:20])=[O:4].Cl, predict the reaction product. The product is: [CH3:1][O:2][C:3]([C@@H:5]1[CH2:16][C@:8]2([C:13]([CH3:14])([CH3:15])[C:9]32[CH2:12][CH2:11][CH2:10]3)[CH2:7][N:6]1[C:17](=[O:41])[C@@H:18]([NH:23][C:24](=[O:40])[C@@H:25]([NH2:32])[CH:26]1[CH2:27][CH2:28][CH2:29][CH2:30][CH2:31]1)[C:19]([CH3:22])([CH3:21])[CH3:20])=[O:4]. (3) Given the reactants [S:1]1[CH:5]=[CH:4][CH:3]=[C:2]1[CH:6]([C:10]1[S:11][CH:12]=[CH:13][CH:14]=1)[C:7]([OH:9])=[O:8].[CH:15]([C:17]1[CH:22]=[CH:21][CH:20]=[CH:19][N:18]=1)=[CH2:16].C1(C)C(S(O)(=O)=O)=CC=CC=1, predict the reaction product. The product is: [S:1]1[CH:5]=[CH:4][CH:3]=[C:2]1[CH:6]([C:10]1[S:11][CH:12]=[CH:13][CH:14]=1)[C:7]([O:9][CH2:16][CH2:15][C:17]1[CH:22]=[CH:21][CH:20]=[CH:19][N:18]=1)=[O:8]. (4) Given the reactants [CH:1]([O:4][C:5]([N:7]1[C:16]2[C:11](=[N:12][C:13]([C:17]([F:20])([F:19])[F:18])=[CH:14][CH:15]=2)[C@H:10]([N:21]([CH2:27][C:28]2[CH:33]=[C:32]([C:34]([F:37])([F:36])[F:35])[CH:31]=[C:30]([C:38]([F:41])([F:40])[F:39])[CH:29]=2)[C:22]2[N:23]=[N:24][NH:25][N:26]=2)[CH2:9][C@@H:8]1[CH:42]1[CH2:44][CH2:43]1)=[O:6])([CH3:3])[CH3:2].CO.[C:47]1(P(C2C=CC=CC=2)C2C=CC=CC=2)C=CC=CC=1.N(C(OCC)=O)=NC(OCC)=O, predict the reaction product. The product is: [CH:1]([O:4][C:5]([N:7]1[C:16]2[C:11](=[N:12][C:13]([C:17]([F:19])([F:20])[F:18])=[CH:14][CH:15]=2)[C@H:10]([N:21]([CH2:27][C:28]2[CH:33]=[C:32]([C:34]([F:37])([F:36])[F:35])[CH:31]=[C:30]([C:38]([F:39])([F:40])[F:41])[CH:29]=2)[C:22]2[N:23]=[N:24][N:25]([CH3:47])[N:26]=2)[CH2:9][C@@H:8]1[CH:42]1[CH2:43][CH2:44]1)=[O:6])([CH3:3])[CH3:2].